This data is from Reaction yield outcomes from USPTO patents with 853,638 reactions. The task is: Predict the reaction yield, written as a fraction of the theoretical maximum amount of product (1.0 means a 100% yield; for example, 0.34 means a 34% yield). The reactants are [C:1]([O:5][C:6]([NH:8][CH2:9][CH2:10][CH2:11][CH2:12][CH2:13][C:14]([OH:16])=O)=[O:7])([CH3:4])([CH3:3])[CH3:2].ClC(N(C)C)=C(C)C.[F:25][C:26]1[CH:31]=[CH:30][C:29]([N+:32]([O-:34])=[O:33])=[CH:28][C:27]=1[NH2:35]. The catalyst is C(Cl)Cl. The product is [F:25][C:26]1[CH:31]=[CH:30][C:29]([N+:32]([O-:34])=[O:33])=[CH:28][C:27]=1[NH:35][C:14](=[O:16])[CH2:13][CH2:12][CH2:11][CH2:10][CH2:9][NH:8][C:6](=[O:7])[O:5][C:1]([CH3:2])([CH3:3])[CH3:4]. The yield is 0.390.